From a dataset of NCI-60 drug combinations with 297,098 pairs across 59 cell lines. Regression. Given two drug SMILES strings and cell line genomic features, predict the synergy score measuring deviation from expected non-interaction effect. (1) Drug 1: C1=CC(=CC=C1CCC2=CNC3=C2C(=O)NC(=N3)N)C(=O)NC(CCC(=O)O)C(=O)O. Drug 2: CC1C(C(CC(O1)OC2CC(CC3=C2C(=C4C(=C3O)C(=O)C5=C(C4=O)C(=CC=C5)OC)O)(C(=O)CO)O)N)O.Cl. Cell line: OVCAR-5. Synergy scores: CSS=25.8, Synergy_ZIP=-2.63, Synergy_Bliss=-7.07, Synergy_Loewe=-35.5, Synergy_HSA=-4.01. (2) Drug 1: CC(C)NC(=O)C1=CC=C(C=C1)CNNC.Cl. Drug 2: N.N.Cl[Pt+2]Cl. Cell line: NCI-H226. Synergy scores: CSS=11.2, Synergy_ZIP=-4.66, Synergy_Bliss=-0.668, Synergy_Loewe=-1.77, Synergy_HSA=0.899.